From a dataset of Full USPTO retrosynthesis dataset with 1.9M reactions from patents (1976-2016). Predict the reactants needed to synthesize the given product. (1) Given the product [CH3:7][NH:8][C:9]1[C:14]([CH2:15][OH:16])=[CH:13][N:12]=[C:11]([S:20][CH3:21])[N:10]=1, predict the reactants needed to synthesize it. The reactants are: [H-].[Al+3].[Li+].[H-].[H-].[H-].[CH3:7][NH:8][C:9]1[C:14]([C:15](OCC)=[O:16])=[CH:13][N:12]=[C:11]([S:20][CH3:21])[N:10]=1. (2) Given the product [Br:19][C:42]1[N:36]2[C:35](=[O:51])[N:34]([C:31]3[CH:32]=[CH:33][C:28]([F:27])=[CH:29][CH:30]=3)[CH2:39][CH2:38][C:37]2=[N:40][C:41]=1[CH2:43][O:44][C:45]1[CH:46]=[CH:47][CH:48]=[CH:49][CH:50]=1, predict the reactants needed to synthesize it. The reactants are: C(OOC(=O)C1C=CC=CC=1)(=O)C1C=CC=CC=1.[Br:19]N1C(=O)CCC1=O.[F:27][C:28]1[CH:33]=[CH:32][C:31]([N:34]2[CH2:39][CH2:38][C:37]3=[N:40][C:41]([CH2:43][O:44][C:45]4[CH:50]=[CH:49][CH:48]=[CH:47][CH:46]=4)=[CH:42][N:36]3[C:35]2=[O:51])=[CH:30][CH:29]=1.